Task: Regression. Given a peptide amino acid sequence and an MHC pseudo amino acid sequence, predict their binding affinity value. This is MHC class I binding data.. Dataset: Peptide-MHC class I binding affinity with 185,985 pairs from IEDB/IMGT (1) The MHC is HLA-A02:01 with pseudo-sequence HLA-A02:01. The peptide sequence is VLLRVHTEHV. The binding affinity (normalized) is 0.341. (2) The peptide sequence is AVYSTFLHR. The MHC is HLA-B15:17 with pseudo-sequence HLA-B15:17. The binding affinity (normalized) is 0.0847.